Dataset: Forward reaction prediction with 1.9M reactions from USPTO patents (1976-2016). Task: Predict the product of the given reaction. Given the reactants ClC1C(Cl)=CC=CC=1N1CCCN([CH2:16][CH2:17][CH2:18][CH2:19][O:20][C:21]2[CH:30]=[C:29]3[C:24]([CH:25]=[CH:26][C:27](=[O:31])[NH:28]3)=[CH:23][CH:22]=2)CC1.[Na+].[I-].[N:34]1([C:40]2[C:45]3[O:46][CH2:47][C:48](=[O:50])[NH:49][C:44]=3[CH:43]=[CH:42][CH:41]=2)[CH2:39][CH2:38][NH:37][CH2:36][CH2:35]1.C([O-])([O-])=O.[K+].[K+], predict the reaction product. The product is: [O:31]=[C:27]1[CH2:26][CH2:25][C:24]2[C:29](=[CH:30][C:21]([O:20][CH2:19][CH2:18][CH2:17][CH2:16][N:37]3[CH2:38][CH2:39][N:34]([C:40]4[C:45]5[O:46][CH2:47][C:48](=[O:50])[NH:49][C:44]=5[CH:43]=[CH:42][CH:41]=4)[CH2:35][CH2:36]3)=[CH:22][CH:23]=2)[NH:28]1.